This data is from hERG channel blocking data for cardiac toxicity assessment. The task is: Regression/Classification. Given a drug SMILES string, predict its toxicity properties. Task type varies by dataset: regression for continuous values (e.g., LD50, hERG inhibition percentage) or binary classification for toxic/non-toxic outcomes (e.g., AMES mutagenicity, cardiotoxicity, hepatotoxicity). Dataset: herg. (1) The molecule is CC[C@H]1OC(=O)[C@H](C)[C@@H](O[C@H]2C[C@@](C)(O)[C@@H](O)[C@H](C)O2)[C@H](C)[C@@H](O[C@@H]2O[C@H](C)C[C@H](N(C)C)[C@H]2O)[C@](C)(O)C[C@@H](C)C(=O)[C@H](C)[C@@H](O)[C@]1(C)O. The result is 0 (non-blocker). (2) The compound is C[NH+](CCOc1ccc(NS(C)(=O)=O)cc1)CCc1ccc(NS(C)(=O)=O)cc1. The result is 1 (blocker). (3) The drug is COc1cc2c(Oc3ccc4[nH]c(C)c(C)c4c3)ncnc2cc1OCCN1CCN(CC(C)=O)CC1. The result is 1 (blocker). (4) The result is 1 (blocker). The molecule is COc1cc(N)c(Cl)cc1C(=O)N[C@@H]1CCN(CCCCCC(=O)O[C@@H]2CN3CCC2CC3)C[C@@H]1OC. (5) The result is 0 (non-blocker). The compound is O=C(O)CCNCC(=O)O. (6) The molecule is CN(C)CCCN1c2ccccc2CCc2ccccc21. The result is 1 (blocker). (7) The drug is O=C(c1ccc(F)cc1)C1CC[NH+](CCn2c(=O)[nH]c3ccccc3c2=O)CC1. The result is 1 (blocker). (8) The compound is Cc1nccn1CC1CCc2c(c3ccccc3n2C)C1=O. The result is 1 (blocker). (9) The drug is Fc1ccc(-c2[nH]c3cc(F)ccc3c2[C@@H]2C[NH2+]CC[C@@H]2F)cc1. The result is 1 (blocker). (10) The molecule is C#CCOCCCC(=O)O. The result is 0 (non-blocker).